Dataset: Forward reaction prediction with 1.9M reactions from USPTO patents (1976-2016). Task: Predict the product of the given reaction. (1) Given the reactants [Cl:1][C:2]1[CH:3]=[C:4]2[C:12](=[C:13]([NH:15][C:16]([CH:18]3[CH2:23][O:22][C:21]([CH3:25])([CH3:24])[CH2:20][N:19]3[CH2:26][CH:27]([NH2:29])[CH3:28])=[O:17])[CH:14]=1)[NH:11][C:10]1[CH:9]=[N:8][CH:7]=[CH:6][C:5]2=1.[C:30](OC(=O)C)(=[O:32])[CH3:31].C([O-])(=O)C.[NH4+], predict the reaction product. The product is: [Cl:1][C:2]1[CH:3]=[C:4]2[C:12](=[C:13]([NH:15][C:16]([C@@H:18]3[CH2:23][O:22][C:21]([CH3:24])([CH3:25])[CH2:20][N:19]3[CH2:26][C@@H:27]([NH:29][C:30](=[O:32])[CH3:31])[CH3:28])=[O:17])[CH:14]=1)[NH:11][C:10]1[CH:9]=[N:8][CH:7]=[CH:6][C:5]2=1. (2) Given the reactants Br[C:2]1[CH:3]=[C:4]2[C:9](=[CH:10][CH:11]=1)[N:8]=[CH:7][C:6]([C:12]([CH:14]1[CH2:16][CH2:15]1)=[O:13])=[C:5]2[NH:17][C:18]1[CH:19]=[CH:20][C:21]([N:24]2[CH2:29][CH2:28][CH2:27][C@H:26]([NH:30]C(=O)OC(C)(C)C)[CH2:25]2)=[N:22][CH:23]=1.[Cl:38][C:39]1[CH:44]=[C:43](B2OC(C)(C)C(C)(C)O2)[CH:42]=[C:41]([Cl:54])[C:40]=1[OH:55], predict the reaction product. The product is: [NH2:30][C@H:26]1[CH2:27][CH2:28][CH2:29][N:24]([C:21]2[N:22]=[CH:23][C:18]([NH:17][C:5]3[C:4]4[C:9](=[CH:10][CH:11]=[C:2]([C:43]5[CH:44]=[C:39]([Cl:38])[C:40]([OH:55])=[C:41]([Cl:54])[CH:42]=5)[CH:3]=4)[N:8]=[CH:7][C:6]=3[C:12]([CH:14]3[CH2:16][CH2:15]3)=[O:13])=[CH:19][CH:20]=2)[CH2:25]1.